Dataset: Reaction yield outcomes from USPTO patents with 853,638 reactions. Task: Predict the reaction yield, written as a fraction of the theoretical maximum amount of product (1.0 means a 100% yield; for example, 0.34 means a 34% yield). The reactants are [Br:1][C:2]1[CH:7]=[CH:6][C:5]([CH2:8][C:9]([OH:11])=O)=[CH:4][CH:3]=1.[CH3:12][O:13][C:14]1[CH:15]=[C:16]([CH2:22][CH2:23][NH2:24])[CH:17]=[C:18]([O:20][CH3:21])[CH:19]=1.CCN(CC)CC.C(P(=O)(OCC)OCC)#N. The catalyst is CN(C=O)C.O. The product is [Br:1][C:2]1[CH:3]=[CH:4][C:5]([CH2:8][C:9]([NH:24][CH2:23][CH2:22][C:16]2[CH:17]=[C:18]([O:20][CH3:21])[CH:19]=[C:14]([O:13][CH3:12])[CH:15]=2)=[O:11])=[CH:6][CH:7]=1. The yield is 0.930.